This data is from Catalyst prediction with 721,799 reactions and 888 catalyst types from USPTO. The task is: Predict which catalyst facilitates the given reaction. (1) Reactant: [F:1][C:2]([CH3:36])([CH3:35])[CH2:3][N:4]1[CH2:9][CH2:8][CH:7]([CH2:10][O:11][C:12]2[CH:17]=[CH:16][C:15]([C:18]3[C:19]([C:24]([N:26]4[CH2:31][CH2:30][CH2:29][CH2:28][CH:27]4[C:32]([OH:34])=O)=[O:25])=[CH:20][CH:21]=[CH:22][CH:23]=3)=[CH:14][CH:13]=2)[CH2:6][CH2:5]1.C(Cl)CCl.C1C=CC2N(O)N=[N:47]C=2C=1.CCN(C(C)C)C(C)C.[NH4+].[Cl-]. Product: [F:1][C:2]([CH3:36])([CH3:35])[CH2:3][N:4]1[CH2:5][CH2:6][CH:7]([CH2:10][O:11][C:12]2[CH:17]=[CH:16][C:15]([C:18]3[C:19]([C:24]([N:26]4[CH2:31][CH2:30][CH2:29][CH2:28][CH:27]4[C:32]([NH2:47])=[O:34])=[O:25])=[CH:20][CH:21]=[CH:22][CH:23]=3)=[CH:14][CH:13]=2)[CH2:8][CH2:9]1. The catalyst class is: 18. (2) Reactant: [CH2:1]([N:3]([CH2:6][CH3:7])[CH2:4][CH3:5])[CH3:2].[C:8]([OH:11])(=[O:10])[CH3:9]. The catalyst class is: 6. Product: [CH3:2][CH2:1][N:3]([CH2:6][CH3:7])[CH2:4][CH3:5].[CH3:9][C:8]([OH:11])=[O:10]. (3) Reactant: [Br:1][C:2]1[C:6]([N+:7]([O-:9])=[O:8])=[C:5]([Br:10])[NH:4][N:3]=1.[H-].[Na+].[C:13]([O:17][C:18](=[O:23])[NH:19][CH2:20][CH2:21]Br)([CH3:16])([CH3:15])[CH3:14]. Product: [C:13]([O:17][C:18](=[O:23])[NH:19][CH2:20][CH2:21][N:3]1[C:2]([Br:1])=[C:6]([N+:7]([O-:9])=[O:8])[C:5]([Br:10])=[N:4]1)([CH3:16])([CH3:15])[CH3:14]. The catalyst class is: 3. (4) Reactant: Br[C:2]1[CH:12]=[CH:11][C:5]2[N:6]([CH3:10])[C:7](=[O:9])[S:8][C:4]=2[CH:3]=1.[CH3:13][C:14]1([CH3:30])[C:18]([CH3:20])([CH3:19])[O:17][B:16]([B:16]2[O:17][C:18]([CH3:20])([CH3:19])[C:14]([CH3:30])([CH3:13])[O:15]2)[O:15]1.C(Cl)Cl.C([O-])(=O)C.[K+]. Product: [CH3:10][N:6]1[C:5]2[CH:11]=[CH:12][C:2]([B:16]3[O:17][C:18]([CH3:20])([CH3:19])[C:14]([CH3:30])([CH3:13])[O:15]3)=[CH:3][C:4]=2[S:8][C:7]1=[O:9]. The catalyst class is: 75. (5) Reactant: F[C:2]1[CH:10]=[CH:9][C:8]([N+:11]([O-:13])=[O:12])=[CH:7][C:3]=1[C:4]([OH:6])=[O:5].[NH2:14][C@H:15]1[CH2:20][CH2:19][C@H:18]([OH:21])[CH2:17][CH2:16]1. Product: [OH:21][C@H:18]1[CH2:19][CH2:20][C@H:15]([NH:14][C:2]2[CH:10]=[CH:9][C:8]([N+:11]([O-:13])=[O:12])=[CH:7][C:3]=2[C:4]([OH:6])=[O:5])[CH2:16][CH2:17]1. The catalyst class is: 17.